Dataset: Full USPTO retrosynthesis dataset with 1.9M reactions from patents (1976-2016). Task: Predict the reactants needed to synthesize the given product. (1) Given the product [Br:28][C:29]1[CH:34]=[C:33]([CH2:35][CH3:36])[C:32]([CH:4]2[C:5](=[O:10])[C@H:6]3[O:9][C@:2]([CH3:1])([CH2:8][CH2:7]3)[C:3]2=[O:11])=[C:31]([CH2:38][CH3:39])[CH:30]=1, predict the reactants needed to synthesize it. The reactants are: [CH3:1][C@@:2]12[O:9][C@@H:6]([CH2:7][CH2:8]1)[C:5](=[O:10])[CH2:4][C:3]2=[O:11].C(Cl)(Cl)Cl.C([O-])(=O)C.C([O-])(=O)C.C([O-])(=O)C.[Br:28][C:29]1[CH:34]=[C:33]([CH2:35][CH3:36])[C:32]([Pb+3])=[C:31]([CH2:38][CH3:39])[CH:30]=1.Cl. (2) Given the product [OH:2][CH:1]=[C:15]1[CH2:14][C:13]2[C:17](=[CH:18][C:10]([O:9][CH3:8])=[CH:11][CH:12]=2)[C:16]1=[O:19], predict the reactants needed to synthesize it. The reactants are: [CH:1](OCC)=[O:2].[H-].[Na+].[CH3:8][O:9][C:10]1[CH:18]=[C:17]2[C:13]([CH2:14][CH2:15][C:16]2=[O:19])=[CH:12][CH:11]=1.O. (3) The reactants are: [Cl:1][C:2]1[CH:28]=[CH:27][C:5]([O:6][C:7]2[CH:12]=[CH:11][C:10]([N:13]3[C@@H:17]([C:18]4[CH:23]=[CH:22][CH:21]=[CH:20][CH:19]=4)[C@H:16]([CH2:24]O)[O:15][C:14]3=[O:26])=[CH:9][CH:8]=2)=[CH:4][CH:3]=1.C([N:31](CC)CC)C.S(Cl)(C)(=O)=O.[N-]=[N+]=[N-].[Na+].C1(P(C2C=CC=CC=2)C2C=CC=CC=2)C=CC=CC=1. Given the product [Cl:1][C:2]1[CH:28]=[CH:27][C:5]([O:6][C:7]2[CH:12]=[CH:11][C:10]([N:13]3[C@@H:17]([C:18]4[CH:23]=[CH:22][CH:21]=[CH:20][CH:19]=4)[C@H:16]([CH2:24][NH2:31])[O:15][C:14]3=[O:26])=[CH:9][CH:8]=2)=[CH:4][CH:3]=1, predict the reactants needed to synthesize it. (4) The reactants are: [Br:1][CH2:2][CH2:3][CH2:4]Br.[CH2:6]([N:14]([CH2:16][CH2:17][CH2:18][CH2:19][CH2:20][CH2:21][CH2:22][CH3:23])[CH3:15])[CH2:7][CH2:8][CH2:9][CH2:10][CH2:11][CH2:12][CH3:13]. Given the product [Br-:1].[Br:1][CH2:2][CH2:3][CH2:4][N+:14]([CH2:6][CH2:7][CH2:8][CH2:9][CH2:10][CH2:11][CH2:12][CH3:13])([CH2:16][CH2:17][CH2:18][CH2:19][CH2:20][CH2:21][CH2:22][CH3:23])[CH3:15], predict the reactants needed to synthesize it. (5) Given the product [Br:1][C:2]1[CH:3]=[C:4]2[N:10]([S:11]([C:14]3[CH:19]=[CH:18][CH:17]=[CH:16][CH:15]=3)(=[O:13])=[O:12])[CH:9]=[CH:8][C:5]2=[N+:6]([O-:28])[CH:7]=1, predict the reactants needed to synthesize it. The reactants are: [Br:1][C:2]1[CH:3]=[C:4]2[N:10]([S:11]([C:14]3[CH:19]=[CH:18][CH:17]=[CH:16][CH:15]=3)(=[O:13])=[O:12])[CH:9]=[CH:8][C:5]2=[N:6][CH:7]=1.ClC1C=CC=C(C(OO)=[O:28])C=1. (6) Given the product [CH3:25][O:24][CH2:23][CH2:22][C:4]1([C:8]([O:10][CH3:11])=[O:9])[CH2:5][CH2:6][CH2:7][C:2]([CH3:12])([CH3:1])[CH2:3]1, predict the reactants needed to synthesize it. The reactants are: [CH3:1][C:2]1([CH3:12])[CH2:7][CH2:6][CH2:5][CH:4]([C:8]([O:10][CH3:11])=[O:9])[CH2:3]1.C([N-]C(C)C)(C)C.[Li+].Br[CH2:22][CH2:23][O:24][CH3:25].